From a dataset of Peptide-MHC class II binding affinity with 134,281 pairs from IEDB. Regression. Given a peptide amino acid sequence and an MHC pseudo amino acid sequence, predict their binding affinity value. This is MHC class II binding data. (1) The peptide sequence is FVNTLVASSGSYAAT. The binding affinity (normalized) is 0.761. The MHC is DRB3_0202 with pseudo-sequence DRB3_0202. (2) The peptide sequence is GANIPAEFLENFVRSSNLKF. The MHC is DRB1_0301 with pseudo-sequence DRB1_0301. The binding affinity (normalized) is 0. (3) The peptide sequence is TPTSLLISWGHYPLH. The MHC is DRB1_1302 with pseudo-sequence DRB1_1302. The binding affinity (normalized) is 0.587. (4) The peptide sequence is AVLVATNFFGINTIP. The MHC is DRB3_0202 with pseudo-sequence DRB3_0202. The binding affinity (normalized) is 0.953. (5) The peptide sequence is GELQIVDWIDAAFKI. The MHC is DRB3_0101 with pseudo-sequence DRB3_0101. The binding affinity (normalized) is 0.640. (6) The peptide sequence is AVPLRLLGGLHRMVL. The MHC is DRB1_0701 with pseudo-sequence QEFFIASGAAVDAIMWGYFELYVIDRQTVHVGFT. The binding affinity (normalized) is 0.715. (7) The peptide sequence is EAMEKELREAFRLYD. The MHC is DRB1_0802 with pseudo-sequence DRB1_0802. The binding affinity (normalized) is 0.595. (8) The peptide sequence is TPVNIIGRNLLTQIG. The MHC is HLA-DQA10101-DQB10501 with pseudo-sequence HLA-DQA10101-DQB10501. The binding affinity (normalized) is 0.184. (9) The peptide sequence is LLGLLAPLASAQLSR. The MHC is DRB1_0701 with pseudo-sequence DRB1_0701. The binding affinity (normalized) is 0.537.